Dataset: Forward reaction prediction with 1.9M reactions from USPTO patents (1976-2016). Task: Predict the product of the given reaction. (1) Given the reactants [CH3:1][C:2](=O)[CH2:3]CCC(=O)C.[CH2:10]([C:17](O)=O)[C:11]([CH2:13][C:14](O)=O)=O.[OH-].[K+].[Cl-].[NH4+:23].[C:24]([O-:27])(=O)[CH3:25].[Na+].Cl.C(=O)=O, predict the reaction product. The product is: [CH3:1][C:2]12[NH:23][C:10]([CH3:17])([CH2:11][CH2:13][CH2:14]1)[CH2:25][C:24](=[O:27])[CH2:3]2. (2) The product is: [CH3:1][S:2][C:3]1[C:4]2[N:11]([CH2:15][C:16]3[CH:26]=[CH:25][C:19]([C:20]([O:22][CH3:23])=[O:21])=[CH:18][CH:17]=3)[N:10]=[CH:9][C:5]=2[N:6]=[CH:7][N:8]=1.[CH3:1][S:2][C:3]1[C:4]2[C:5](=[CH:9][N:10]([CH2:15][C:16]3[CH:26]=[CH:25][C:19]([C:20]([O:22][CH3:23])=[O:21])=[CH:18][CH:17]=3)[N:11]=2)[N:6]=[CH:7][N:8]=1. Given the reactants [CH3:1][S:2][C:3]1[C:4]2[NH:11][N:10]=[CH:9][C:5]=2[N:6]=[CH:7][N:8]=1.[H-].[Na+].Br[CH2:15][C:16]1[CH:26]=[CH:25][C:19]([C:20]([O:22][CH2:23]C)=[O:21])=[CH:18][CH:17]=1, predict the reaction product. (3) Given the reactants C(OC([N:8]1[CH:17]([CH3:18])[CH2:16][C:15]2[C:14]([O:19][C:20]3[CH:21]=[C:22]4[C:26](=[CH:27][CH:28]=3)[N:25]([C:29](=[O:40])[NH:30][C:31]3[NH:32][N:33]=[C:34]([C:36]([CH3:39])([CH3:38])[CH3:37])[CH:35]=3)[CH:24]=[CH:23]4)=[N:13][CH:12]=[N:11][C:10]=2[CH2:9]1)=O)(C)(C)C.C(O)(C(F)(F)F)=O, predict the reaction product. The product is: [C:36]([C:34]1[CH:35]=[C:31]([NH:30][C:29]([N:25]2[C:26]3[C:22](=[CH:21][C:20]([O:19][C:14]4[C:15]5[CH2:16][CH:17]([CH3:18])[NH:8][CH2:9][C:10]=5[N:11]=[CH:12][N:13]=4)=[CH:28][CH:27]=3)[CH:23]=[CH:24]2)=[O:40])[NH:32][N:33]=1)([CH3:39])([CH3:37])[CH3:38].